From a dataset of HIV replication inhibition screening data with 41,000+ compounds from the AIDS Antiviral Screen. Binary Classification. Given a drug SMILES string, predict its activity (active/inactive) in a high-throughput screening assay against a specified biological target. (1) The drug is CC(C)CC(NC(=O)C(Cc1ccccc1)NC(=O)CNC(=O)CNC(=O)C(N)Cc1ccc(O)cc1)C(=O)NC1C(O)OC(CO)C(O)C1O. The result is 0 (inactive). (2) The molecule is CCOC(=O)C(C#N)(Cc1c[nH]c2ccccc12)NC(C)=O. The result is 0 (inactive).